From a dataset of Full USPTO retrosynthesis dataset with 1.9M reactions from patents (1976-2016). Predict the reactants needed to synthesize the given product. Given the product [C:8]([C:10]1[CH:11]=[CH:12][C:13]([CH2:16][N:17]2[CH2:21][CH2:20][CH2:19][CH2:18][CH2:26]2)=[CH:14][CH:15]=1)#[CH:7], predict the reactants needed to synthesize it. The reactants are: FC1C=C(C(N)=O)C2O[C:8]([C:10]3[CH:15]=[CH:14][C:13]([CH2:16][N:17]4[CH2:21][CH2:20][CH2:19][CH2:18]4)=[CH:12][CH:11]=3)=[CH:7]C=2C=1.[C:26](C1C=CC(C=O)=CC=1)#C.N1CCCCC1.